This data is from Catalyst prediction with 721,799 reactions and 888 catalyst types from USPTO. The task is: Predict which catalyst facilitates the given reaction. (1) Reactant: [CH2:1]([C:3]1[CH:8]=[CH:7][N:6]=[C:5]([CH:9]([CH2:14][C:15]2[CH:23]=[C:22]([CH3:24])[C:21]3[C:17](=[CH:18][N:19]([CH2:25][O:26][CH2:27][CH2:28][Si:29]([CH3:32])([CH3:31])[CH3:30])[N:20]=3)[CH:16]=2)[CH2:10][C:11]([OH:13])=O)[CH:4]=1)[CH3:2].N1([C:39]2[C:48]3[C:43](=[CH:44][CH:45]=[CH:46][CH:47]=3)[NH:42][C:41](=[O:49])[N:40]=2)CCCCC1.C(N(CC)CC)C.CCOP(ON1N=[N:75][C:70]2C=[CH:72][CH:73]=[CH:74][C:69]=2C1=O)(OCC)=O. Product: [CH2:1]([C:3]1[CH:8]=[CH:7][N:6]=[C:5]([CH:9]([CH2:14][C:15]2[CH:23]=[C:22]([CH3:24])[C:21]3[C:17](=[CH:18][N:19]([CH2:25][O:26][CH2:27][CH2:28][Si:29]([CH3:32])([CH3:31])[CH3:30])[N:20]=3)[CH:16]=2)[CH2:10][C:11]([N:75]2[CH2:72][CH2:73][CH:74]([N:40]3[CH2:39][C:48]4[C:43](=[CH:44][CH:45]=[CH:46][CH:47]=4)[NH:42][C:41]3=[O:49])[CH2:69][CH2:70]2)=[O:13])[CH:4]=1)[CH3:2]. The catalyst class is: 124. (2) Reactant: [C:1]([O:5][C:6]([N:8]1[CH2:12][CH2:11][CH2:10][C@H:9]1[C:13]1[N:17]=[C:16]([C:18]2([O:21]C(=O)C)[CH2:20][CH2:19]2)[O:15][N:14]=1)=[O:7])([CH3:4])([CH3:3])[CH3:2].C(=O)([O-])[O-].[K+].[K+]. Product: [C:1]([O:5][C:6]([N:8]1[CH2:12][CH2:11][CH2:10][C@H:9]1[C:13]1[N:17]=[C:16]([C:18]2([OH:21])[CH2:19][CH2:20]2)[O:15][N:14]=1)=[O:7])([CH3:4])([CH3:2])[CH3:3]. The catalyst class is: 5. (3) Reactant: [Cl:1][C:2]1[CH:9]=[CH:8][C:7]([C:10]([F:13])([F:12])[F:11])=[CH:6][C:3]=1[CH:4]=O.[NH:14]1[CH2:19][CH2:18][CH2:17][CH2:16][CH2:15]1. Product: [ClH:1].[Cl:1][C:2]1[CH:9]=[CH:8][C:7]([C:10]([F:13])([F:12])[F:11])=[CH:6][C:3]=1[CH2:4][N:14]1[CH2:19][CH2:18][CH2:17][CH2:16][CH2:15]1. The catalyst class is: 1. (4) Reactant: [CH3:1][O:2][C:3]1[CH:8]=[CH:7][C:6]([S:9]([C:12]2[CH:17]=[CH:16][C:15]([NH:18]C(=O)C)=[CH:14][CH:13]=2)(=[O:11])=[O:10])=[CH:5][CH:4]=1.[OH-].[Na+]. Product: [CH3:1][O:2][C:3]1[CH:4]=[CH:5][C:6]([S:9]([C:12]2[CH:17]=[CH:16][C:15]([NH2:18])=[CH:14][CH:13]=2)(=[O:10])=[O:11])=[CH:7][CH:8]=1. The catalyst class is: 14. (5) Product: [Br:13][CH2:14][CH2:15][CH2:16][CH2:17][O:1][C:2]1[CH:11]=[C:10]2[C:5]([CH2:6][CH2:7][C:8](=[O:12])[NH:9]2)=[CH:4][CH:3]=1. Reactant: [OH:1][C:2]1[CH:11]=[C:10]2[C:5]([CH2:6][CH2:7][C:8](=[O:12])[NH:9]2)=[CH:4][CH:3]=1.[Br:13][CH2:14][CH2:15][CH2:16][CH2:17]Br.C([O-])([O-])=O.[K+].[K+]. The catalyst class is: 88.